Task: Predict which catalyst facilitates the given reaction.. Dataset: Catalyst prediction with 721,799 reactions and 888 catalyst types from USPTO Reactant: [F:1][C:2]1[CH:7]=[CH:6][C:5]([CH2:8][C:9]#[N:10])=[CH:4][CH:3]=1.Br[C:12]1[CH:17]=[CH:16][CH:15]=[C:14]([CH3:18])[N:13]=1.CC1C=CC(S([O-])=O)=CC=1.[Na+].[H-].[Na+]. Product: [C:9]([CH:8]([C:12]1[CH:17]=[CH:16][CH:15]=[C:14]([CH3:18])[N:13]=1)[C:5]1[CH:6]=[CH:7][C:2]([F:1])=[CH:3][CH:4]=1)#[N:10]. The catalyst class is: 20.